This data is from NCI-60 drug combinations with 297,098 pairs across 59 cell lines. The task is: Regression. Given two drug SMILES strings and cell line genomic features, predict the synergy score measuring deviation from expected non-interaction effect. (1) Drug 1: C1=C(C(=O)NC(=O)N1)F. Drug 2: CCC1=C2CN3C(=CC4=C(C3=O)COC(=O)C4(CC)O)C2=NC5=C1C=C(C=C5)O. Cell line: TK-10. Synergy scores: CSS=29.2, Synergy_ZIP=-3.09, Synergy_Bliss=-0.706, Synergy_Loewe=4.06, Synergy_HSA=5.11. (2) Drug 1: CNC(=O)C1=CC=CC=C1SC2=CC3=C(C=C2)C(=NN3)C=CC4=CC=CC=N4. Drug 2: CC=C1C(=O)NC(C(=O)OC2CC(=O)NC(C(=O)NC(CSSCCC=C2)C(=O)N1)C(C)C)C(C)C. Cell line: A549. Synergy scores: CSS=47.1, Synergy_ZIP=-0.938, Synergy_Bliss=-1.69, Synergy_Loewe=-49.3, Synergy_HSA=-1.48. (3) Drug 1: C1=CC(=CC=C1C#N)C(C2=CC=C(C=C2)C#N)N3C=NC=N3. Drug 2: C1C(C(OC1N2C=NC3=C(N=C(N=C32)Cl)N)CO)O. Cell line: MOLT-4. Synergy scores: CSS=72.2, Synergy_ZIP=1.27, Synergy_Bliss=0.421, Synergy_Loewe=-17.9, Synergy_HSA=1.93. (4) Drug 1: CS(=O)(=O)C1=CC(=C(C=C1)C(=O)NC2=CC(=C(C=C2)Cl)C3=CC=CC=N3)Cl. Drug 2: CC1=C(C=C(C=C1)C(=O)NC2=CC(=CC(=C2)C(F)(F)F)N3C=C(N=C3)C)NC4=NC=CC(=N4)C5=CN=CC=C5. Cell line: HT29. Synergy scores: CSS=7.24, Synergy_ZIP=0.848, Synergy_Bliss=5.62, Synergy_Loewe=-0.310, Synergy_HSA=-0.00595. (5) Drug 1: CC1CCC2CC(C(=CC=CC=CC(CC(C(=O)C(C(C(=CC(C(=O)CC(OC(=O)C3CCCCN3C(=O)C(=O)C1(O2)O)C(C)CC4CCC(C(C4)OC)O)C)C)O)OC)C)C)C)OC. Drug 2: CCN(CC)CCNC(=O)C1=C(NC(=C1C)C=C2C3=C(C=CC(=C3)F)NC2=O)C. Cell line: NCI-H322M. Synergy scores: CSS=2.73, Synergy_ZIP=-0.857, Synergy_Bliss=-2.19, Synergy_Loewe=-1.48, Synergy_HSA=-0.726. (6) Drug 1: CC(C)(C#N)C1=CC(=CC(=C1)CN2C=NC=N2)C(C)(C)C#N. Drug 2: CC1C(C(CC(O1)OC2CC(CC3=C2C(=C4C(=C3O)C(=O)C5=CC=CC=C5C4=O)O)(C(=O)C)O)N)O. Cell line: NCIH23. Synergy scores: CSS=43.0, Synergy_ZIP=3.28, Synergy_Bliss=3.49, Synergy_Loewe=1.39, Synergy_HSA=4.29. (7) Drug 1: CC1=C(C=C(C=C1)NC(=O)C2=CC=C(C=C2)CN3CCN(CC3)C)NC4=NC=CC(=N4)C5=CN=CC=C5. Drug 2: CCC1=C2CN3C(=CC4=C(C3=O)COC(=O)C4(CC)O)C2=NC5=C1C=C(C=C5)O. Cell line: COLO 205. Synergy scores: CSS=35.1, Synergy_ZIP=-5.77, Synergy_Bliss=-1.82, Synergy_Loewe=-83.0, Synergy_HSA=-4.88.